Task: Predict the product of the given reaction.. Dataset: Forward reaction prediction with 1.9M reactions from USPTO patents (1976-2016) (1) Given the reactants C([O:3][C:4]([C:6]1[C:15](=[O:16])[C:14]2[C:9](=[C:10]([I:17])[CH:11]=[CH:12][CH:13]=2)[NH:8][CH:7]=1)=[O:5])C.Cl, predict the reaction product. The product is: [I:17][C:10]1[CH:11]=[CH:12][CH:13]=[C:14]2[C:9]=1[NH:8][CH:7]=[C:6]([C:4]([OH:5])=[O:3])[C:15]2=[O:16]. (2) Given the reactants [CH3:1][O:2][C:3]([N:5]1[C@@H:13]2[C@@H:8]([C@@:9]([OH:23])([C:14]#[C:15][C:16]3[CH:17]=[C:18]([CH3:22])[CH:19]=[CH:20][CH:21]=3)[CH2:10][CH2:11][CH2:12]2)[CH2:7][CH2:6]1)=[O:4].[C:24](O)(=[O:31])[C:25]1[CH:30]=[CH:29][CH:28]=[N:27][CH:26]=1, predict the reaction product. The product is: [C:24]([O:23][C@@:9]1([C:14]#[C:15][C:16]2[CH:17]=[C:18]([CH3:22])[CH:19]=[CH:20][CH:21]=2)[CH2:10][CH2:11][CH2:12][C@@H:13]2[C@H:8]1[CH2:7][CH2:6][N:5]2[C:3]([O:2][CH3:1])=[O:4])(=[O:31])[C:25]1[CH:30]=[CH:29][CH:28]=[N:27][CH:26]=1. (3) Given the reactants [Br:1][C:2]1[CH:3]=[C:4]([CH:7]=[CH:8][C:9]=1[O:10][CH3:11])[CH:5]=O.C(O)(=O)[CH2:13][C:14]([OH:16])=[O:15].N1CCCCC1, predict the reaction product. The product is: [Br:1][C:2]1[CH:3]=[C:4](/[CH:5]=[CH:13]/[C:14]([OH:16])=[O:15])[CH:7]=[CH:8][C:9]=1[O:10][CH3:11]. (4) The product is: [CH3:8][O:9][CH2:10][CH2:11][N:12]1[CH:6]([C:2]2[S:1][CH:5]=[CH:4][CH:3]=2)[CH:14]([C:13]([NH:31][C:29]2[O:28][N:27]=[C:26]([CH3:25])[CH:30]=2)=[O:24])[C:15]2[C:16](=[CH:20][CH:21]=[CH:22][CH:23]=2)[C:17]1=[O:19]. Given the reactants [S:1]1[CH:5]=[CH:4][CH:3]=[C:2]1[CH:6]=O.[CH3:8][O:9][CH2:10][CH2:11][NH2:12].[C:13]1(=[O:24])[O:19][C:17](=O)[C:16]2=[CH:20][CH:21]=[CH:22][CH:23]=[C:15]2[CH2:14]1.[CH3:25][C:26]1[CH:30]=[C:29]([NH2:31])[O:28][N:27]=1, predict the reaction product. (5) Given the reactants Br[C:2]1[CH:7]=[CH:6][C:5]([N:8]2[C:16]3[C:15]([OH:17])=[C:14]([C:18]#[N:19])[C:13](=[O:20])[NH:12][C:11]=3[CH:10]=[CH:9]2)=[CH:4][CH:3]=1.[F:21][C:22]1[N:27]=[CH:26][C:25](B(O)O)=[CH:24][CH:23]=1.C(=O)([O-])[O-].[Cs+].[Cs+].O1CCOCC1, predict the reaction product. The product is: [F:21][C:22]1[N:27]=[CH:26][C:25]([C:2]2[CH:7]=[CH:6][C:5]([N:8]3[C:16]4[C:15]([OH:17])=[C:14]([C:18]#[N:19])[C:13](=[O:20])[NH:12][C:11]=4[CH:10]=[CH:9]3)=[CH:4][CH:3]=2)=[CH:24][CH:23]=1. (6) Given the reactants [CH:1]1[CH:5]=[C:4]([CH:6]=O)[O:3][CH:2]=1.C(O)(=O)[CH2:9][C:10]([OH:12])=[O:11].N1CCCCC1.Cl, predict the reaction product. The product is: [O:3]1[CH:2]=[CH:1][CH:5]=[C:4]1/[CH:6]=[CH:9]/[C:10]([OH:12])=[O:11].